From a dataset of Forward reaction prediction with 1.9M reactions from USPTO patents (1976-2016). Predict the product of the given reaction. The product is: [CH3:12][C:3]1[CH:4]=[CH:5][CH:6]=[C:7]([S:8]([CH3:11])(=[O:10])=[O:9])[C:2]=1[O:31][C:28]1[CH:29]=[C:30]2[C:25](=[CH:26][CH:27]=1)[N:24]=[CH:23][N:22]=[C:21]2[NH:13][C:14]1[CH:18]=[CH:17][N:16]([CH3:19])[N:15]=1. Given the reactants F[C:2]1[C:7]([S:8]([CH3:11])(=[O:10])=[O:9])=[CH:6][CH:5]=[CH:4][C:3]=1[CH3:12].[NH2:13][C:14]1[CH:18]=[CH:17][N:16]([CH3:19])[N:15]=1.Cl[C:21]1[C:30]2[C:25](=[CH:26][CH:27]=[C:28]([OH:31])[CH:29]=2)[N:24]=[CH:23][N:22]=1, predict the reaction product.